From a dataset of Full USPTO retrosynthesis dataset with 1.9M reactions from patents (1976-2016). Predict the reactants needed to synthesize the given product. (1) Given the product [CH2:1]([C:8]1[CH:9]=[N:10][C:11]2[C:16]([C:17]=1[C:18]1[CH:19]=[C:20]([CH:21]=[CH:22][CH:23]=1)[O:24][CH2:42][C:39]1[CH:38]=[CH:37][C:36]([C:33]([CH3:35])([CH3:34])[C:32]([O:31][CH3:29])=[O:44])=[CH:41][CH:40]=1)=[CH:15][CH:14]=[CH:13][C:12]=2[C:25]([F:28])([F:26])[F:27])[C:2]1[CH:3]=[CH:4][CH:5]=[CH:6][CH:7]=1, predict the reactants needed to synthesize it. The reactants are: [CH2:1]([C:8]1[CH:9]=[N:10][C:11]2[C:16]([C:17]=1[C:18]1[CH:19]=[C:20]([OH:24])[CH:21]=[CH:22][CH:23]=1)=[CH:15][CH:14]=[CH:13][C:12]=2[C:25]([F:28])([F:27])[F:26])[C:2]1[CH:7]=[CH:6][CH:5]=[CH:4][CH:3]=1.[CH2:29]([O:31][C:32](=[O:44])[C:33]([C:36]1[CH:41]=[CH:40][C:39]([CH2:42]Br)=[CH:38][CH:37]=1)([CH3:35])[CH3:34])C. (2) Given the product [Cl:1][C:2]1[CH:7]=[C:6]([CH2:8][CH2:9][NH:10][C:11]2[N:16]=[C:15]([C:17]3[CH:18]=[C:19]([CH:20]=[CH:21][CH:22]=3)[CH2:23][N:24]([CH:25]([CH3:26])[CH3:27])[C:35](=[O:36])[C:34]3[CH:38]=[CH:39][C:31]([C:30]([F:41])([F:29])[F:40])=[N:32][CH:33]=3)[CH:14]=[CH:13][N:12]=2)[CH:5]=[CH:4][C:3]=1[OH:28], predict the reactants needed to synthesize it. The reactants are: [Cl:1][C:2]1[CH:7]=[C:6]([CH2:8][CH2:9][NH:10][C:11]2[N:16]=[C:15]([C:17]3[CH:22]=[CH:21][CH:20]=[C:19]([CH2:23][NH:24][CH:25]([CH3:27])[CH3:26])[CH:18]=3)[CH:14]=[CH:13][N:12]=2)[CH:5]=[CH:4][C:3]=1[OH:28].[F:29][C:30]([F:41])([F:40])[C:31]1[CH:39]=[CH:38][C:34]([C:35](O)=[O:36])=[CH:33][N:32]=1.